From a dataset of Peptide-MHC class I binding affinity with 185,985 pairs from IEDB/IMGT. Regression. Given a peptide amino acid sequence and an MHC pseudo amino acid sequence, predict their binding affinity value. This is MHC class I binding data. (1) The peptide sequence is KTPVIVVPV. The MHC is Mamu-B03 with pseudo-sequence Mamu-B03. The binding affinity (normalized) is 0. (2) The peptide sequence is SDYLELDTI. The MHC is HLA-B40:01 with pseudo-sequence HLA-B40:01. The binding affinity (normalized) is 0.636. (3) The peptide sequence is SLGDPLHQA. The MHC is HLA-A03:01 with pseudo-sequence HLA-A03:01. The binding affinity (normalized) is 0.0847. (4) The MHC is HLA-A01:01 with pseudo-sequence HLA-A01:01. The peptide sequence is KTTIKFHPW. The binding affinity (normalized) is 0.0847. (5) The peptide sequence is YLSKEDRII. The MHC is HLA-A02:03 with pseudo-sequence HLA-A02:03. The binding affinity (normalized) is 0.439.